From a dataset of Forward reaction prediction with 1.9M reactions from USPTO patents (1976-2016). Predict the product of the given reaction. (1) Given the reactants [NH2:1][C:2]1[C:11]2=[CH:12][N:13]([CH:15]3[C:19]([OH:21])([CH3:20])[CH:18]([OH:22])[CH:17]([CH2:23][OH:24])[O:16]3)[N:14]=[C:9]3[C:10]2=[C:4]([C:5](=[O:25])[NH:6][N:7]=[CH:8]3)[CH:3]=1.Cl.[N:27]1([CH2:33][CH2:34][C:35](O)=[O:36])[CH2:32][CH2:31][O:30][CH2:29][CH2:28]1.N1C=CC=CC=1.C1CCC(N=C=NC2CCCCC2)CC1, predict the reaction product. The product is: [NH2:1][C:2]1[C:11]2=[CH:12][N:13]([CH:15]3[O:16][CH:17]([CH2:23][O:24][C:35](=[O:36])[CH2:34][CH2:33][N:27]4[CH2:32][CH2:31][O:30][CH2:29][CH2:28]4)[CH:18]([OH:22])[C:19]3([OH:21])[CH3:20])[N:14]=[C:9]3[C:10]2=[C:4]([C:5](=[O:25])[NH:6][N:7]=[CH:8]3)[CH:3]=1. (2) Given the reactants [F:1][C:2]1[CH:3]=[C:4]([C:14]2[NH:15][C:16]3[C:21]([N:22]=2)=[C:20]([C:23]2[CH:24]=[CH:25][C:26]([O:31][CH:32]4[CH2:37][CH2:36][NH:35][CH2:34][CH2:33]4)=[C:27]([CH:30]=2)[C:28]#[N:29])[N:19]=[CH:18][N:17]=3)[CH:5]=[CH:6][C:7]=1[N:8]1[CH2:13][CH2:12][O:11][CH2:10][CH2:9]1.[OH:38][CH2:39][C:40](O)=[O:41].CCN(C(C)C)C(C)C.CN(C(ON1N=NC2C=CC=NC1=2)=[N+](C)C)C.F[P-](F)(F)(F)(F)F, predict the reaction product. The product is: [F:1][C:2]1[CH:3]=[C:4]([C:14]2[NH:15][C:16]3[C:21]([N:22]=2)=[C:20]([C:23]2[CH:24]=[CH:25][C:26]([O:31][CH:32]4[CH2:37][CH2:36][N:35]([C:39](=[O:38])[CH2:40][OH:41])[CH2:34][CH2:33]4)=[C:27]([CH:30]=2)[C:28]#[N:29])[N:19]=[CH:18][N:17]=3)[CH:5]=[CH:6][C:7]=1[N:8]1[CH2:9][CH2:10][O:11][CH2:12][CH2:13]1.